From a dataset of Catalyst prediction with 721,799 reactions and 888 catalyst types from USPTO. Predict which catalyst facilitates the given reaction. (1) Reactant: Br[CH2:2][B-:3]([F:6])([F:5])[F:4].[K+:7].[C:8]([N:15]1[CH2:20][CH2:19][NH:18][C@H:17]([CH3:21])[CH2:16]1)([O:10][C:11]([CH3:14])([CH3:13])[CH3:12])=[O:9].C([O-])([O-])=O.[K+].[K+]. Product: [C:11]([O:10][C:8]([N:15]1[CH2:20][CH2:19][N:18]([CH2:2][B-:3]([F:6])([F:5])[F:4])[C@H:17]([CH3:21])[CH2:16]1)=[O:9])([CH3:14])([CH3:12])[CH3:13].[K+:7]. The catalyst class is: 1. (2) Reactant: [OH:1][C:2]1[CH:7]=[CH:6][C:5]([N:8]2[C:12](=[O:13])[CH2:11][CH:10]([C:14]([O:16][CH3:17])=[O:15])[CH2:9]2)=[CH:4][CH:3]=1.C(=O)([O-])[O-].[K+].[K+].Br[CH2:25][CH2:26][CH2:27][Cl:28]. Product: [Cl:28][CH2:27][CH2:26][CH2:25][O:1][C:2]1[CH:3]=[CH:4][C:5]([N:8]2[C:12](=[O:13])[CH2:11][CH:10]([C:14]([O:16][CH3:17])=[O:15])[CH2:9]2)=[CH:6][CH:7]=1. The catalyst class is: 21. (3) Reactant: Cl.[Cl:2][CH2:3][CH2:4][CH:5]([C:17]1[CH:22]=[C:21]([F:23])[C:20]([F:24])=[C:19]([F:25])[CH:18]=1)[C:6]([NH:8][NH:9]C(OC(C)(C)C)=O)=[O:7]. Product: [ClH:2].[Cl:2][CH2:3][CH2:4][CH:5]([C:17]1[CH:18]=[C:19]([F:25])[C:20]([F:24])=[C:21]([F:23])[CH:22]=1)[C:6]([NH:8][NH2:9])=[O:7]. The catalyst class is: 13. (4) Reactant: Cl.C(OC(=O)[NH:8][CH2:9][CH2:10][CH2:11][CH2:12][C:13]1[N:14]([CH2:35][CH2:36][O:37][C:38]2[CH:43]=[CH:42][CH:41]=[CH:40][CH:39]=2)[C:15]2[C:24]3[CH:23]=[CH:22][C:21]([O:25][CH2:26][C:27]4[CH:32]=[CH:31][CH:30]=[CH:29][CH:28]=4)=[CH:20][C:19]=3[N:18]=[C:17]([NH2:33])[C:16]=2[N:34]=1)(C)(C)C. Product: [NH2:8][CH2:9][CH2:10][CH2:11][CH2:12][C:13]1[N:14]([CH2:35][CH2:36][O:37][C:38]2[CH:39]=[CH:40][CH:41]=[CH:42][CH:43]=2)[C:15]2[C:24]3[CH:23]=[CH:22][C:21]([O:25][CH2:26][C:27]4[CH:32]=[CH:31][CH:30]=[CH:29][CH:28]=4)=[CH:20][C:19]=3[N:18]=[C:17]([NH2:33])[C:16]=2[N:34]=1. The catalyst class is: 8. (5) Reactant: [C:1]([O:5][C:6]([NH:8][C:9]1([C:12](OC)=[O:13])[CH2:11][CH2:10]1)=[O:7])([CH3:4])([CH3:3])[CH3:2].[BH4-].[Li+]. Product: [C:6]([NH:8][C:9]1([CH2:12][OH:13])[CH2:11][CH2:10]1)([O:5][C:1]([CH3:4])([CH3:3])[CH3:2])=[O:7]. The catalyst class is: 1.